Dataset: Forward reaction prediction with 1.9M reactions from USPTO patents (1976-2016). Task: Predict the product of the given reaction. (1) Given the reactants [O:1]1[CH2:5][CH2:4][CH2:3][C:2]1=O.[Br:7][C:8]1[CH:9]=[C:10]([CH:12]=[CH:13][CH:14]=1)[NH2:11].Cl, predict the reaction product. The product is: [Br:7][C:8]1[CH:9]=[C:10]([N:11]2[CH2:5][CH2:4][CH2:3][C:2]2=[O:1])[CH:12]=[CH:13][CH:14]=1. (2) Given the reactants [CH3:1][C:2]1([CH3:9])[CH2:7][CH2:6][CH:5]([OH:8])[CH2:4][CH2:3]1.C1(P(C2C=CC=CC=2)C2C=CC=CC=2)C=CC=CC=1.CCOC(/N=N/C(OCC)=O)=O.C[O:42][C:43]([C:45]1[C:53]2[C:48](=[CH:49][CH:50]=[C:51]([O:54][C:55]3[CH:60]=[CH:59][C:58]([O:61][CH:62]([CH3:64])[CH3:63])=[CH:57][CH:56]=3)[CH:52]=2)[N:47]([C:65]2[CH:70]=[CH:69][C:68](O)=[CH:67][CH:66]=2)[C:46]=1[CH2:72][C:73]([O:75]C)=[O:74])=[O:44], predict the reaction product. The product is: [C:73]([CH2:72][C:46]1[N:47]([C:65]2[CH:66]=[CH:67][C:68]([O:8][CH:5]3[CH2:6][CH2:7][C:2]([CH3:9])([CH3:1])[CH2:3][CH2:4]3)=[CH:69][CH:70]=2)[C:48]2[C:53]([C:45]=1[C:43]([OH:44])=[O:42])=[CH:52][C:51]([O:54][C:55]1[CH:60]=[CH:59][C:58]([O:61][CH:62]([CH3:64])[CH3:63])=[CH:57][CH:56]=1)=[CH:50][CH:49]=2)([OH:75])=[O:74]. (3) Given the reactants O.[NH2:2]N.O.[CH3:5][C:6]([CH3:30])([CH2:15][CH2:16][CH:17](N1C(=O)C2=CC=CC=C2C1=O)[CH3:18])[CH2:7][O:8][CH:9]1[CH2:14][CH2:13][CH2:12][CH2:11][O:10]1, predict the reaction product. The product is: [CH3:30][C:6]([CH3:5])([CH2:7][O:8][CH:9]1[CH2:14][CH2:13][CH2:12][CH2:11][O:10]1)[CH2:15][CH2:16][CH2:17][CH2:18][NH2:2].